From a dataset of Reaction yield outcomes from USPTO patents with 853,638 reactions. Predict the reaction yield, written as a fraction of the theoretical maximum amount of product (1.0 means a 100% yield; for example, 0.34 means a 34% yield). The reactants are [Br:1][C:2]1[C:7]([F:8])=[CH:6][C:5]([F:9])=[CH:4][C:3]=1[OH:10].Br[C:12]1[CH:17]=[CH:16]C(F)=[CH:14][C:13]=1O[C@H](CC=C)C. No catalyst specified. The product is [Br:1][C:2]1[C:3]([O:10][C@H:17]([CH2:12][CH:13]=[CH2:14])[CH3:16])=[CH:4][C:5]([F:9])=[CH:6][C:7]=1[F:8]. The yield is 0.750.